Dataset: Reaction yield outcomes from USPTO patents with 853,638 reactions. Task: Predict the reaction yield, written as a fraction of the theoretical maximum amount of product (1.0 means a 100% yield; for example, 0.34 means a 34% yield). (1) The reactants are [CH3:1][N:2]1[C:6]2[CH:7]=[C:8]([C:11]3[CH:22]=[CH:21][C:14]([CH2:15][C@@H:16]([C:18]([NH2:20])=O)[NH2:17])=[CH:13][CH:12]=3)[CH:9]=[CH:10][C:5]=2[O:4][C:3]1=[O:23].[C:24]([O:28][C:29]([N:31]1[CH2:37][CH2:36][CH2:35][O:34][C@H:33]([C:38]([OH:40])=O)[CH2:32]1)=[O:30])([CH3:27])([CH3:26])[CH3:25].CCN(C(C)C)C(C)C.C(P1(=O)OP(CCC)(=O)OP(CCC)(=O)O1)CC. The product is [C:18]([C@@H:16]([NH:17][C:38]([C@@H:33]1[CH2:32][N:31]([C:29]([O:28][C:24]([CH3:25])([CH3:26])[CH3:27])=[O:30])[CH2:37][CH2:36][CH2:35][O:34]1)=[O:40])[CH2:15][C:14]1[CH:13]=[CH:12][C:11]([C:8]2[CH:9]=[CH:10][C:5]3[O:4][C:3](=[O:23])[N:2]([CH3:1])[C:6]=3[CH:7]=2)=[CH:22][CH:21]=1)#[N:20]. The yield is 0.980. The catalyst is CN(C=O)C.CC1OCCC1.O. (2) The product is [C:1]([O:4][C@H:5]1[C@H:11]([O:12][C:13](=[O:15])[CH3:14])[C@@H:10]([O:16][C:17](=[O:19])[CH3:18])[C@:9]2([C:21]3[CH:26]=[CH:25][C:24]([Cl:27])=[C:23]([CH2:28][C:43]4[CH:48]=[CH:47][C:46]([C:49](=[O:51])[CH3:50])=[CH:45][CH:44]=4)[CH:22]=3)[O:20][C@@:6]1([CH2:30][O:31][C:32](=[O:34])[CH3:33])[CH2:7][O:8]2)(=[O:3])[CH3:2]. The reactants are [C:1]([O:4][C@H:5]1[C@H:11]([O:12][C:13](=[O:15])[CH3:14])[C@@H:10]([O:16][C:17](=[O:19])[CH3:18])[C@:9]2([C:21]3[CH:26]=[CH:25][C:24]([Cl:27])=[C:23]([CH2:28]Br)[CH:22]=3)[O:20][C@@:6]1([CH2:30][O:31][C:32](=[O:34])[CH3:33])[CH2:7][O:8]2)(=[O:3])[CH3:2].CC1(C)C(C)(C)OB([C:43]2[CH:48]=[CH:47][C:46]([C:49](=[O:51])[CH3:50])=[CH:45][CH:44]=2)O1.[F-].[Cs+]. The catalyst is C1C=CC([P]([Pd]([P](C2C=CC=CC=2)(C2C=CC=CC=2)C2C=CC=CC=2)([P](C2C=CC=CC=2)(C2C=CC=CC=2)C2C=CC=CC=2)[P](C2C=CC=CC=2)(C2C=CC=CC=2)C2C=CC=CC=2)(C2C=CC=CC=2)C2C=CC=CC=2)=CC=1.O1CCOCC1. The yield is 0.300. (3) The reactants are [Br:1][C:2]1[N:7]2[N:8]=[C:9]([C:11]3([C:14]([O:16]CC)=[O:15])[CH2:13][CH2:12]3)[N:10]=[C:6]2[C:5]([O:19][CH3:20])=[CH:4][CH:3]=1.[Li+].[OH-]. The catalyst is C1COCC1.CCOC(C)=O.O. The product is [Br:1][C:2]1[N:7]2[N:8]=[C:9]([C:11]3([C:14]([OH:16])=[O:15])[CH2:13][CH2:12]3)[N:10]=[C:6]2[C:5]([O:19][CH3:20])=[CH:4][CH:3]=1. The yield is 0.940. (4) The reactants are [CH3:1][C:2]1[CH:7]=[C:6]([S:8](=[O:11])(=[O:10])[NH2:9])[CH:5]=[CH:4][C:3]=1[NH:12][C:13]([C:15]1[CH:20]=[C:19](Cl)[N:18]=[CH:17][N:16]=1)=[O:14].[CH:22]1([NH:28][CH2:29][CH2:30][O:31][CH3:32])[CH2:27][CH2:26][CH2:25][CH2:24][CH2:23]1. No catalyst specified. The product is [NH2:9][S:8]([C:6]1[CH:5]=[CH:4][C:3]([NH:12][C:13]([C:15]2[CH:20]=[C:19]([N:28]([CH:22]3[CH2:27][CH2:26][CH2:25][CH2:24][CH2:23]3)[CH2:29][CH2:30][O:31][CH3:32])[N:18]=[CH:17][N:16]=2)=[O:14])=[C:2]([CH3:1])[CH:7]=1)(=[O:11])=[O:10]. The yield is 0.820.